From a dataset of Experimentally validated miRNA-target interactions with 360,000+ pairs, plus equal number of negative samples. Binary Classification. Given a miRNA mature sequence and a target amino acid sequence, predict their likelihood of interaction. (1) The miRNA is hsa-miR-4446-5p with sequence AUUUCCCUGCCAUUCCCUUGGC. The protein sequence of the target gene is MEPRAAAAGEPEPPAASSSFQARLWKNLQLGVGRSKGGGGGRAGGPERRTADTPSPSPPPPVGTGNAPARGSGAGSRWSGFKKRKQVLDRVFSSSQPNLCCSSPEPLEPGGAGRAEQGSTLRRRIREHLLPAVKGPAAASGAAGGTPPGGRSPDSAPSSSSASSSLSSSPQPPPRGDRARDEGARRQGPGAHLCHQKSSSLPGTACLEQLLEPPPPPAEPARSPAESRAPETGEEHGSSQKIINTAGTSNAEVPLADPGMYQLDITLRRGQSLAARDRGGTSDPYVKFKIGGKEVFRSKI.... Result: 1 (interaction). (2) The miRNA is hsa-miR-4733-5p with sequence AAUCCCAAUGCUAGACCCGGUG. The protein sequence of the target gene is MYNGIGLPTPRGSGTNGYVQRNLSLVRGRRGERPDYKGEEELRHLEAALVKRPNPDILDHERKRRVELRCLELEEMMEEQGYEEQQIQEKVATFRLMLLEKDVNPGAKEETPGQRPVVTETHQLAELNEKKNERLRAAFGISDSYVDGSSFDPQRRAREAKQIAPEPPKPYSLVRETSSSRSPTPKQKKKKKKKDRGRRSESSSPRRERKKSSKKKKHRSESESKKRKHRSPTPKSKRKSKDKKRKRSRSTTPAPKSRRAHRSTSADSASSSDTSRSRSRSAAAKIHTTALTGQSPPLAS.... Result: 0 (no interaction). (3) The miRNA is hsa-miR-544a with sequence AUUCUGCAUUUUUAGCAAGUUC. The protein sequence of the target gene is MRRLNRRKTLSLVKELDAFPKVPDSYVETSASGGTVSLIAFTTMALLTIMEFSVYQDTWMKYEYEVDKDFSSKLRINIDITVAMKCHYVGADVLDLAETMVASADGLAYEPALFDLSPQQREWQRMLQLIQSRLQEEHSLQDVIFKSAFKSASTALPPREDDSSLTPDACRIHGHLYVNKVAGNFHITVGKAIPHPRGHAHLAALVNHDSYNFSHRIDHLSFGELVPGIINPLDGTEKIAVDHNQMFQYFITVVPTKLHTYKISADTHQFSVTERERIINHAAGSHGVSGIFMKYDLSSL.... Result: 0 (no interaction). (4) The miRNA is hsa-miR-4316 with sequence GGUGAGGCUAGCUGGUG. Result: 0 (no interaction). The protein sequence of the target gene is MCVCQTMEVGQYGKNASRAGDRGVLLEPFIHQVGGHSSMMRYDDHTVCKPLISREQRFYESLPPEMKEFTPEYKGVVSVCFEGDSDGYINLVAYPYVESETVEQDDTPEREQPRRKHSRRSLHRSGSGSDHKEEKASLSFETSESSQEAKSPKVELHSHSDVPFQMLDSNSGLSSEKISYNPWSLRCHKQQLSRMRSESKDRKLYKFLLLENVVHHFKYPCVLDLKMGTRQHGDDASAEKAARQMRKCEQSTSATLGVRVCGMQVYQLDTGHYLCRNKYYGRGLSIEGFRNALYQYLHNG....